Dataset: Forward reaction prediction with 1.9M reactions from USPTO patents (1976-2016). Task: Predict the product of the given reaction. (1) Given the reactants Cl.[CH2:2]([N:5]([CH2:37][CH2:38][CH3:39])[CH2:6][CH2:7][CH2:8][CH2:9][N:10]([CH2:33]C(O)=O)[CH2:11][C:12]1[CH:17]=[CH:16][C:15]([CH2:18][N:19]([CH2:27][C:28]2[NH:29][CH:30]=[CH:31][N:32]=2)[CH2:20][C:21]2[N:22]([CH3:26])[CH:23]=[CH:24][N:25]=2)=[CH:14][CH:13]=1)[CH2:3][CH3:4].OCCN1C(=O)CCC1=O.[CH3:50][N:51]([CH:53]=[O:54])[CH3:52], predict the reaction product. The product is: [CH2:37]([N:5]([CH2:2][CH2:3][CH3:4])[CH2:6][CH2:7][CH2:8][CH2:9][N:10]([CH2:11][C:12]1[CH:13]=[CH:14][C:15]([CH2:18][N:19]([CH2:27][C:28]2[NH:29][CH:30]=[CH:31][N:32]=2)[CH2:20][C:21]2[N:22]([CH3:26])[CH:23]=[CH:24][N:25]=2)=[CH:16][CH:17]=1)[CH2:33][C:53]([N:51]([CH3:52])[CH3:50])=[O:54])[CH2:38][CH3:39]. (2) Given the reactants [NH2:1][C:2]1[CH:3]=[CH:4][C:5]2[N:10]([CH3:11])[C:9](=[O:12])[O:8][C:7]([CH2:15][CH3:16])([CH2:13][CH3:14])[C:6]=2[CH:17]=1.[Cl:18][C:19]1[CH:20]=[C:21](B(O)O)[CH:22]=[CH:23][C:24]=1[F:25], predict the reaction product. The product is: [Cl:18][C:19]1[CH:20]=[C:21]([NH:1][C:2]2[CH:3]=[CH:4][C:5]3[N:10]([CH3:11])[C:9](=[O:12])[O:8][C:7]([CH2:15][CH3:16])([CH2:13][CH3:14])[C:6]=3[CH:17]=2)[CH:22]=[CH:23][C:24]=1[F:25].